Dataset: Catalyst prediction with 721,799 reactions and 888 catalyst types from USPTO. Task: Predict which catalyst facilitates the given reaction. Reactant: N[C:2]1[C:10]([F:11])=[CH:9][CH:8]=[CH:7][C:3]=1[C:4]([OH:6])=[O:5].C(#N)C.[BrH:15].N([O-])=O.[Na+]. Product: [Br:15][C:2]1[C:10]([F:11])=[CH:9][CH:8]=[CH:7][C:3]=1[C:4]([OH:6])=[O:5]. The catalyst class is: 6.